Task: Predict the reactants needed to synthesize the given product.. Dataset: Retrosynthesis with 50K atom-mapped reactions and 10 reaction types from USPTO (1) Given the product COCCn1cc(C(=O)N2CCC(c3cc(CNC(=O)C(F)(F)F)ccc3F)CC2)c2c(C(=O)N(C)C)cccc21, predict the reactants needed to synthesize it. The reactants are: COCCn1cc(C(=O)O)c2c(C(=O)N(C)C)cccc21.O=C(NCc1ccc(F)c(C2CCNCC2)c1)C(F)(F)F. (2) The reactants are: C=CC[C@H]1CN(C2CCCC2)c2nc(Nc3ccc(C(=O)O)cc3OC)ncc2N(C)C1=O.CN1CCC[C@H](N)C1. Given the product C=CC[C@H]1CN(C2CCCC2)c2nc(Nc3ccc(C(=O)N[C@H]4CCCN(C)C4)cc3OC)ncc2N(C)C1=O, predict the reactants needed to synthesize it. (3) Given the product CNCC#CCOCc1cc(Br)ccc1F, predict the reactants needed to synthesize it. The reactants are: CN.Fc1ccc(Br)cc1COCC#CCBr. (4) Given the product Cc1c(N2C(=O)N3CCC(=NO)[C@H]3[C@H]2C(F)(F)F)ccc(C#N)c1Cl, predict the reactants needed to synthesize it. The reactants are: Cc1c(N2C(=O)N3CCC(=O)[C@H]3[C@H]2C(F)(F)F)ccc(C#N)c1Cl.NO. (5) Given the product O=C(Oc1ccc(Oc2ccc(C(F)(F)F)cn2)cc1)N1CCC(CNCC2CC2)CC1, predict the reactants needed to synthesize it. The reactants are: C1CC(CNCC2CC2)CCN1.O=C(Cl)Oc1ccc(Oc2ccc(C(F)(F)F)cn2)cc1. (6) The reactants are: O=C1c2ccccc2C(=O)N1c1ccc([N+](=O)[O-])cc1. Given the product Nc1ccc(N2C(=O)c3ccccc3C2=O)cc1, predict the reactants needed to synthesize it. (7) The reactants are: Cc1ccc(S(=O)(=O)Cl)cc1.OC1CCN(Cc2ccccc2)C1. Given the product Cc1ccc(S(=O)(=O)OC2CCN(Cc3ccccc3)C2)cc1, predict the reactants needed to synthesize it. (8) Given the product O=C(Nc1ccccc1)OCc1cc2c3ccccc3[nH]c(=O)n2n1, predict the reactants needed to synthesize it. The reactants are: O=C=Nc1ccccc1.O=c1[nH]c2ccccc2c2cc(CO)nn12. (9) Given the product CCOC(=O)c1nc(Cl)ncc1NCCOC, predict the reactants needed to synthesize it. The reactants are: CCOC(=O)c1nc(Cl)ncc1F.COCCN.